From a dataset of Experimentally validated miRNA-target interactions with 360,000+ pairs, plus equal number of negative samples. Binary Classification. Given a miRNA mature sequence and a target amino acid sequence, predict their likelihood of interaction. (1) The miRNA is hsa-miR-522-5p with sequence CUCUAGAGGGAAGCGCUUUCUG. The protein sequence of the target gene is MGIRGMLRAAALLLLIRTWLAESNGPSPTPKFHFELSSSTPEVILDLFNCKNCANEAVVQKILDRVLSTYDVRLRPNFGGAPVPVSVSIYVSSIEQISEINMDYTITMFLHQTWKDTRLAYYETNLNLTLDYRMHEKLWVPDCYFVNSKDAFVHDVTVENRVFQLHPDGTVRYGIRLTTTAACSLDLQKFPMDKQSCKLEVESYGYTVEDIVLSWEDDNAIHITDGLHIPQYTYLGRTITSKEVYFYTGSYMRLIVKFQVQREVRSYLVQVYWPTVLTTILSWISFWMNYDSSAARVTIG.... Result: 0 (no interaction). (2) The miRNA is hsa-miR-3912-3p with sequence UAACGCAUAAUAUGGACAUGU. The protein sequence of the target gene is MASGNARIGKPAPDFKATAVVDGAFKEVKLSDYKGKYVVLFFYPLDFTFVCPTEIIAFSNRAEDFRKLGCEVLGVSVDSQFTHLAWINTPRKEGGLGPLNIPLLADVTRRLSEDYGVLKTDEGIAYRGLFIIDGKGVLRQITVNDLPVGRSVDEALRLVQAFQYTDEHGEVCPAGWKPGSDTIKPNVDDSKEYFSKHN. Result: 0 (no interaction). (3) The miRNA is mmu-miR-466b-3p with sequence AUACAUACACGCACACAUAAGA. The protein sequence of the target gene is MRTKQVPVLWACFLLWSLYIASSQTVYPGITARITQRALDYGLQVGMKVLEQLAKEIVIPDLNGSESLKFLKIDYVKYNFSNIKINAFSFPNTSLAFVPGVGIRALSNHGTANISTNWSVKAPLFRDSGAANLFLSGIYFTGIVAFTRNDFGYPALELQDCHVQVSHARVSFFGSLSALYNSFAEPMEKPILKNLNEMVQLCPIAISQVEQFNVNISALEVLTKIDNYTVLDCSLISPPEITENHLDFNLKGAFYPLESLVDPPFTPAPFHLPESRDSMLYIGISEYFFKSASFAHYVSG.... Result: 1 (interaction). (4) The miRNA is hsa-miR-6839-5p with sequence UCUGGAUUGAAGAGACGACCCA. The protein sequence of the target gene is MAPRARRRRQLPAPLLALCVLLVPLQVTLQVTPPCTQERHYEHLGRCCSRCEPGKYLSSKCTPTSDSVCLPCGPDEYLDTWNEEDKCLLHKVCDAGKALVAVDPGNHTAPRRCACTAGYHWNSDCECCRRNTECAPGFGAQHPLQLNKDTVCTPCLLGFFSDVFSSTDKCKPWTNCTLLGKLEAHQGTTESDVVCSSSMTLRRPPKEAQAYLPSLIVLLLFISVVVVAAIIFGVYYRKGGKALTANLWNWVNDACSSLSGNKESSGDRCAGSHSATSSQQEVCEGILLMTREEKMVPEDG.... Result: 0 (no interaction). (5) Result: 0 (no interaction). The miRNA is hsa-miR-4722-3p with sequence ACCUGCCAGCACCUCCCUGCAG. The protein sequence of the target gene is MGSLPSRRKSLPSPSLSSSVQGQGPVTMEAERSKATAVALGSFPAGGPAELSLRLGEPLTIVSEDGDWWTVLSEVSGREYNIPSVHVAKVSHGWLYEGLSREKAEELLLLPGNPGGAFLIRESQTRRGSYSLSVRLSRPASWDRIRHYRIHCLDNGWLYISPRLTFPSLQALVDHYSELADDICCLLKEPCVLQRAGPLPGKDIPLPVTVQRTPLNWKELDSSLLFSEAATGEESLLSEGLRESLSFYISLNDEAVSLDDA.